From a dataset of Reaction yield outcomes from USPTO patents with 853,638 reactions. Predict the reaction yield, written as a fraction of the theoretical maximum amount of product (1.0 means a 100% yield; for example, 0.34 means a 34% yield). (1) The reactants are [CH3:1][C:2]1([CH3:31])[O:6][C@H:5]2[C@H:7]([NH:12][C:13]3[N:18]4[N:19]=[C:20](B5OC(C)(C)C(C)(C)O5)[CH:21]=[C:17]4[N:16]=[CH:15][CH:14]=3)[CH2:8][C@H:9]([CH2:10][OH:11])[C@H:4]2[O:3]1.[Cl:32][C:33]1[C:42]2[C:37](=[CH:38][CH:39]=[CH:40][CH:41]=2)[C:36](I)=[CH:35][CH:34]=1.ClCCl.C(=O)([O-])[O-].[Cs+].[Cs+].O. The catalyst is C(OCC)(=O)C.C1C=CC(P(C2C=CC=CC=2)[C-]2C=CC=C2)=CC=1.C1C=CC(P(C2C=CC=CC=2)[C-]2C=CC=C2)=CC=1.Cl[Pd]Cl.[Fe+2]. The product is [Cl:32][C:33]1[C:42]2[C:37](=[CH:38][CH:39]=[CH:40][CH:41]=2)[C:36]([C:20]2[CH:21]=[C:17]3[N:16]=[CH:15][CH:14]=[C:13]([NH:12][C@H:7]4[C@@H:5]5[O:6][C:2]([CH3:1])([CH3:31])[O:3][C@@H:4]5[C@@H:9]([CH2:10][OH:11])[CH2:8]4)[N:18]3[N:19]=2)=[CH:35][CH:34]=1. The yield is 1.67. (2) The reactants are [CH3:1][S:2][CH2:3][C:4]1[CH:12]=[CH:11][C:7]([C:8]([OH:10])=O)=[C:6]([O:13][CH:14]2[CH2:19][CH2:18][N:17]([C:20]([O:22][C:23]([CH3:26])([CH3:25])[CH3:24])=[O:21])[CH2:16][CH2:15]2)[CH:5]=1.[NH2:27][C:28]1[C:29]([C:34]([NH:36][C:37]2[CH:42]=[CH:41][C:40]([Cl:43])=[CH:39][N:38]=2)=[O:35])=[N:30][CH:31]=[CH:32][CH:33]=1. No catalyst specified. The product is [CH3:1][S:2][CH2:3][C:4]1[CH:12]=[CH:11][C:7]([C:8]([NH:27][C:28]2[C:29]([C:34]([NH:36][C:37]3[CH:42]=[CH:41][C:40]([Cl:43])=[CH:39][N:38]=3)=[O:35])=[N:30][CH:31]=[CH:32][CH:33]=2)=[O:10])=[C:6]([O:13][CH:14]2[CH2:19][CH2:18][N:17]([C:20]([O:22][C:23]([CH3:25])([CH3:26])[CH3:24])=[O:21])[CH2:16][CH2:15]2)[CH:5]=1. The yield is 0.430.